From a dataset of Catalyst prediction with 721,799 reactions and 888 catalyst types from USPTO. Predict which catalyst facilitates the given reaction. (1) Reactant: [F:1][C:2]1[CH:22]=[CH:21][C:20]([CH2:23][N:24]2[C:33]3[C:28](=[CH:29][CH:30]=[CH:31][CH:32]=3)[C:27](=[O:34])[CH:26]=[CH:25]2)=[CH:19][C:3]=1[C:4]([N:6]1[CH2:11][CH2:10][N:9](C(OC(C)(C)C)=O)[CH2:8][CH2:7]1)=[O:5].C(O)(C(F)(F)F)=O. Product: [F:1][C:2]1[CH:22]=[CH:21][C:20]([CH2:23][N:24]2[C:33]3[C:28](=[CH:29][CH:30]=[CH:31][CH:32]=3)[C:27](=[O:34])[CH:26]=[CH:25]2)=[CH:19][C:3]=1[C:4]([N:6]1[CH2:7][CH2:8][NH:9][CH2:10][CH2:11]1)=[O:5]. The catalyst class is: 2. (2) Reactant: [CH3:1][C:2]1[CH:8]=[CH:7][CH:6]=[C:5]([N+:9]([O-:11])=[O:10])[C:3]=1[NH2:4].[C:12]([CH2:14][C:15](O)=[O:16])#[N:13].P(Cl)(Cl)(Cl)(Cl)Cl. Product: [C:12]([CH2:14][C:15]([NH:4][C:3]1[C:5]([N+:9]([O-:11])=[O:10])=[CH:6][CH:7]=[CH:8][C:2]=1[CH3:1])=[O:16])#[N:13]. The catalyst class is: 48. (3) Reactant: [Br-].[CH3:2][N:3]([CH2:5][CH2:6][P+](C1C=CC=CC=1)(C1C=CC=CC=1)C1C=CC=CC=1)[CH3:4].[Cl:26][C:27]1[CH:28]=[C:29]([NH:44][C:45]2[C:55]3[CH:54]=[C:53]([CH:56]=O)[CH2:52][CH2:51][NH:50][C:49]=3[N:48]=[CH:47][N:46]=2)[CH:30]=[CH:31][C:32]=1[O:33][C:34]1[CH:39]=[CH:38][CH:37]=[C:36]([C:40]([F:43])([F:42])[F:41])[CH:35]=1.[Cl-:58].[NH4+]. Product: [ClH:26].[ClH:58].[Cl:26][C:27]1[CH:28]=[C:29]([NH:44][C:45]2[C:55]3[CH:54]=[C:53](/[CH:56]=[CH:6]/[CH2:5][N:3]([CH3:4])[CH3:2])[CH2:52][CH2:51][NH:50][C:49]=3[N:48]=[CH:47][N:46]=2)[CH:30]=[CH:31][C:32]=1[O:33][C:34]1[CH:39]=[CH:38][CH:37]=[C:36]([C:40]([F:43])([F:42])[F:41])[CH:35]=1. The catalyst class is: 7. (4) Reactant: CCCP(=O)=O.[NH2:7][C:8]1[CH:9]=[CH:10][C:11]([CH2:27][OH:28])=[C:12]([NH:14][C:15]2[N:20]=[C:19]([C:21]3[CH:22]=[N:23][CH:24]=[CH:25][CH:26]=3)[CH:18]=[CH:17][N:16]=2)[CH:13]=1.Cl.Cl.[CH3:31][N:32]1[CH2:37][CH2:36][N:35]([CH2:38][C:39]2[CH:47]=[CH:46][C:42]([C:43](O)=[O:44])=[CH:41][CH:40]=2)[CH2:34][CH2:33]1.C(N(CC)CC)C. Product: [CH3:31][N:32]1[CH2:37][CH2:36][N:35]([CH2:38][C:39]2[CH:47]=[CH:46][C:42]([C:43]([NH:7][C:8]3[CH:9]=[CH:10][C:11]([CH2:27][OH:28])=[C:12]([NH:14][C:15]4[N:20]=[C:19]([C:21]5[CH:22]=[N:23][CH:24]=[CH:25][CH:26]=5)[CH:18]=[CH:17][N:16]=4)[CH:13]=3)=[O:44])=[CH:41][CH:40]=2)[CH2:34][CH2:33]1. The catalyst class is: 9. (5) The catalyst class is: 21. Reactant: Cl[CH2:2][C:3]([C:5]1[CH2:9][CH:8]([CH2:10][CH2:11][O:12][C:13]2[C:18]([F:19])=[CH:17][CH:16]=[CH:15][C:14]=2[F:20])[O:7][N:6]=1)=O.[Br-].[Na+].[CH3:23][C:24]1[N:28]([CH2:29][C:30]([N:32]2[CH2:37][CH2:36][CH:35]([C:38](=[S:40])[NH2:39])[CH2:34][CH2:33]2)=[O:31])[N:27]=[C:26]([C:41]([F:44])([F:43])[F:42])[CH:25]=1. Product: [F:20][C:14]1[CH:15]=[CH:16][CH:17]=[C:18]([F:19])[C:13]=1[O:12][CH2:11][CH2:10][CH:8]1[O:7][N:6]=[C:5]([C:3]2[N:39]=[C:38]([CH:35]3[CH2:36][CH2:37][N:32]([C:30](=[O:31])[CH2:29][N:28]4[C:24]([CH3:23])=[CH:25][C:26]([C:41]([F:44])([F:43])[F:42])=[N:27]4)[CH2:33][CH2:34]3)[S:40][CH:2]=2)[CH2:9]1. (6) Reactant: FC(F)(F)C(O)=O.[CH2:8]([O:10][C:11]([C:13]1[CH:17]=[C:16]([C:18]2[N:19]=[CH:20][N:21](C(C3C=CC=CC=3)(C3C=CC=CC=3)C3C=CC=CC=3)[CH:22]=2)[N:15]([C:42]2[CH:43]=[N:44][C:45]([O:48][CH3:49])=[CH:46][CH:47]=2)[N:14]=1)=[O:12])[CH3:9].C(=O)([O-])O.[Na+].C(Cl)(Cl)Cl. Product: [CH2:8]([O:10][C:11]([C:13]1[CH:17]=[C:16]([C:18]2[N:19]=[CH:20][NH:21][CH:22]=2)[N:15]([C:42]2[CH:43]=[N:44][C:45]([O:48][CH3:49])=[CH:46][CH:47]=2)[N:14]=1)=[O:12])[CH3:9]. The catalyst class is: 4. (7) Reactant: [Br:1][C:2]1[C:3](=[O:10])[N:4]([CH3:9])[C:5](=[O:8])[NH:6][N:7]=1.N1C=CC=CC=1.[C:17]1([CH3:26])[CH:22]=[CH:21][CH:20]=[CH:19][C:18]=1B(O)O. Product: [Br:1][C:2]1[C:3](=[O:10])[N:4]([CH3:9])[C:5](=[O:8])[N:6]([C:18]2[CH:19]=[CH:20][CH:21]=[CH:22][C:17]=2[CH3:26])[N:7]=1. The catalyst class is: 302.